Dataset: Reaction yield outcomes from USPTO patents with 853,638 reactions. Task: Predict the reaction yield, written as a fraction of the theoretical maximum amount of product (1.0 means a 100% yield; for example, 0.34 means a 34% yield). (1) The product is [CH2:20]([O:22][C:23](=[O:26])[CH2:24][N:5]([CH2:1][CH2:2][CH:3]=[CH2:4])[C@H:6]([C:8]1[CH:9]=[CH:10][CH:11]=[CH:12][CH:13]=1)[CH3:7])[CH3:21]. The catalyst is CN(C=O)C.CCOCC. The reactants are [CH2:1]([NH:5][C@H:6]([C:8]1[CH:13]=[CH:12][CH:11]=[CH:10][CH:9]=1)[CH3:7])[CH2:2][CH:3]=[CH2:4].C([O-])([O-])=O.[K+].[K+].[CH2:20]([O:22][C:23](=[O:26])[CH2:24]Br)[CH3:21]. The yield is 0.945. (2) The reactants are [Cl:1][C:2]1[S:6][C:5]([S:7]([NH:10][C:11]2[C:19]3[C:14](=[CH:15][CH:16]=[CH:17][C:18]=3[O:20][CH3:21])[N:13]([CH2:22][C:23]3[CH:28]=[CH:27][CH:26]=[C:25]([C:29]#[N:30])[CH:24]=3)[N:12]=2)(=[O:9])=[O:8])=[CH:4][CH:3]=1.[H-].[Al+3].[Li+].[H-].[H-].[H-].CCOCC. The catalyst is C1COCC1. The product is [ClH:1].[NH2:30][CH2:29][C:25]1[CH:24]=[C:23]([CH2:22][N:13]2[C:14]3[C:19](=[C:18]([O:20][CH3:21])[CH:17]=[CH:16][CH:15]=3)[C:11]([NH:10][S:7]([C:5]3[S:6][C:2]([Cl:1])=[CH:3][CH:4]=3)(=[O:9])=[O:8])=[N:12]2)[CH:28]=[CH:27][CH:26]=1. The yield is 0.770. (3) The reactants are [F:1][C:2]1[CH:7]=[C:6]([F:8])[CH:5]=[CH:4][C:3]=1[N:9]1[C:13]([C:14]2[S:23][C:22]3[C:21]4[N:24]=[C:25]([C:28]5[CH:29]=[N:30][C:31](F)=[CH:32][CH:33]=5)[CH:26]=[CH:27][C:20]=4[O:19][CH2:18][CH2:17][C:16]=3[CH:15]=2)=[N:12][CH:11]=[N:10]1.[NH:35]1[CH2:39][CH2:38][CH2:37][CH2:36]1. The catalyst is CN1C(=O)CCC1. The product is [F:1][C:2]1[CH:7]=[C:6]([F:8])[CH:5]=[CH:4][C:3]=1[N:9]1[C:13]([C:14]2[S:23][C:22]3[C:21]4[N:24]=[C:25]([C:28]5[CH:29]=[N:30][C:31]([N:35]6[CH2:39][CH2:38][CH2:37][CH2:36]6)=[CH:32][CH:33]=5)[CH:26]=[CH:27][C:20]=4[O:19][CH2:18][CH2:17][C:16]=3[CH:15]=2)=[N:12][CH:11]=[N:10]1. The yield is 0.0590. (4) The reactants are [OH:1][CH:2]([CH:7]([N:16]1[C:24]2[C:19](=[CH:20][CH:21]=[CH:22][CH:23]=2)[CH:18]=[CH:17]1)[C:8]1[CH:13]=[CH:12][C:11]([O:14][CH3:15])=[CH:10][CH:9]=1)[C:3](OC)=[O:4].[CH3:25][NH2:26]. No catalyst specified. The product is [OH:1][CH:2]([CH:7]([N:16]1[C:24]2[C:19](=[CH:20][CH:21]=[CH:22][CH:23]=2)[CH:18]=[CH:17]1)[C:8]1[CH:13]=[CH:12][C:11]([O:14][CH3:15])=[CH:10][CH:9]=1)[C:3]([NH:26][CH3:25])=[O:4]. The yield is 0.800. (5) The reactants are Cl[C:2]1[N:7]=[CH:6][NH:5][C:4]2=[N:8][CH:9]=[CH:10][C:3]=12.[C:11]1([SH:17])[CH:16]=[CH:15][CH:14]=[CH:13][CH:12]=1. The catalyst is C(O)CCC. The product is [C:11]1([S:17][C:2]2[C:3]3[CH:10]=[CH:9][NH:8][C:4]=3[N:5]=[CH:6][N:7]=2)[CH:16]=[CH:15][CH:14]=[CH:13][CH:12]=1. The yield is 0.920. (6) The reactants are [Cl:1][C:2]1[CH:7]=[CH:6][C:5]([C:8]2[N:9]([CH2:22][C@H:23]([OH:28])[C:24]([F:27])([F:26])[F:25])[C:10](=[O:21])[N:11]([CH2:13][C:14]3[N:18]=[C:17]([CH2:19][OH:20])[NH:16][N:15]=3)[N:12]=2)=[CH:4][CH:3]=1.[Cl:29][C:30]1[CH:31]=[C:32](B(O)O)[CH:33]=[CH:34][CH:35]=1.B(O)O. The catalyst is N1C=CC=CC=1.CC(OC)(C)C.C([O-])(=O)C.[Cu+2].C([O-])(=O)C. The product is [Cl:1][C:2]1[CH:3]=[CH:4][C:5]([C:8]2[N:9]([CH2:22][C@H:23]([OH:28])[C:24]([F:25])([F:27])[F:26])[C:10](=[O:21])[N:11]([CH2:13][C:14]3[N:18]=[C:17]([CH2:19][OH:20])[N:16]([C:34]4[CH:33]=[CH:32][CH:31]=[C:30]([Cl:29])[CH:35]=4)[N:15]=3)[N:12]=2)=[CH:6][CH:7]=1. The yield is 0.224.